This data is from Forward reaction prediction with 1.9M reactions from USPTO patents (1976-2016). The task is: Predict the product of the given reaction. (1) Given the reactants Cl[C:2]1[C:3]2[S:23](=[O:24])[CH2:22][CH2:21][C:4]=2[N:5]=[C:6]([N:8]2[CH2:13][CH2:12][N:11]([C:14]3[CH:19]=[CH:18][C:17]([Cl:20])=[CH:16][CH:15]=3)[CH2:10][CH2:9]2)[N:7]=1.[NH2:25][C@H:26]([CH:29]([CH3:31])[CH3:30])[CH2:27][OH:28].C(N(C(C)C)CC)(C)C.O, predict the reaction product. The product is: [Cl:20][C:17]1[CH:18]=[CH:19][C:14]([N:11]2[CH2:12][CH2:13][N:8]([C:6]3[N:7]=[C:2]([NH:25][C@H:26]([CH:29]([CH3:31])[CH3:30])[CH2:27][OH:28])[C:3]4[S:23](=[O:24])[CH2:22][CH2:21][C:4]=4[N:5]=3)[CH2:9][CH2:10]2)=[CH:15][CH:16]=1. (2) Given the reactants C1COCC1.Br[CH:7]1[CH2:9][CH2:8]1.[CH3:10][O:11][C:12]1[CH:19]=[CH:18][CH:17]=[CH:16][C:13]=1[C:14]#[N:15].[BH4-].[Na+], predict the reaction product. The product is: [CH:7]1([CH:14]([C:13]2[CH:16]=[CH:17][CH:18]=[CH:19][C:12]=2[O:11][CH3:10])[NH2:15])[CH2:9][CH2:8]1. (3) The product is: [CH2:1]([O:3][C:4]([C:6]1[C:7]2[CH:15]=[CH:14][C:13]([C:21]3[CH:22]=[CH:23][C:18]([F:17])=[CH:19][CH:20]=3)=[CH:12][C:8]=2[S:9][C:10]=1[NH2:11])=[O:5])[CH3:2]. Given the reactants [CH2:1]([O:3][C:4]([C:6]1[C:7]2[CH:15]=[CH:14][C:13](Br)=[CH:12][C:8]=2[S:9][C:10]=1[NH2:11])=[O:5])[CH3:2].[F:17][C:18]1[CH:23]=[CH:22][C:21](B(O)O)=[CH:20][CH:19]=1.C([O-])(O)=O.[Na+], predict the reaction product. (4) Given the reactants C(=O)([O-])[O-].[K+].[K+].C([O:10][CH2:11][C:12]1[O:16][N:15]=[C:14]([C:17]2[CH:22]=[CH:21][C:20]([C:23]([CH3:41])([C:27]3[CH:32]=[CH:31][C:30]([O:33][CH2:34][C:35]4[CH:40]=[CH:39][CH:38]=[CH:37][N:36]=4)=[CH:29][CH:28]=3)[CH:24]([CH3:26])[CH3:25])=[CH:19][CH:18]=2)[N:13]=1)(=O)C, predict the reaction product. The product is: [CH3:41][C:23]([C:20]1[CH:19]=[CH:18][C:17]([C:14]2[N:13]=[C:12]([CH2:11][OH:10])[O:16][N:15]=2)=[CH:22][CH:21]=1)([C:27]1[CH:28]=[CH:29][C:30]([O:33][CH2:34][C:35]2[CH:40]=[CH:39][CH:38]=[CH:37][N:36]=2)=[CH:31][CH:32]=1)[CH:24]([CH3:26])[CH3:25]. (5) Given the reactants C(OC([N:8]1[CH2:13][CH2:12][CH:11]([CH2:14][NH:15][C:16]2[C:25]3[C:20](=[CH:21][N:22]=[CH:23][CH:24]=3)[CH:19]=[C:18]([C:26]3[CH:31]=[CH:30][N:29]=[CH:28][CH:27]=3)[N:17]=2)[CH2:10][CH2:9]1)=O)(C)(C)C, predict the reaction product. The product is: [NH:8]1[CH2:13][CH2:12][CH:11]([CH2:14][NH:15][C:16]2[C:25]3[C:20](=[CH:21][N:22]=[CH:23][CH:24]=3)[CH:19]=[C:18]([C:26]3[CH:27]=[CH:28][N:29]=[CH:30][CH:31]=3)[N:17]=2)[CH2:10][CH2:9]1. (6) Given the reactants O[CH2:2][C@@H:3]([NH2:8])[CH2:4][CH:5]([CH3:7])[CH3:6].COC(=O)[C@H](CC(C)C)N.OCCN.[CH3:23][O:24][C:25]([C:27]1[CH:32]=[CH:31][C:30]([N:33]=[C:34]=[S:35])=[C:29]([CH3:36])[CH:28]=1)=[O:26], predict the reaction product. The product is: [CH3:23][O:24][C:25]([C:27]1[CH:32]=[CH:31][C:30]([N:33]=[C:34]2[NH:8][C@@H:3]([CH2:4][CH:5]([CH3:7])[CH3:6])[CH2:2][S:35]2)=[C:29]([CH3:36])[CH:28]=1)=[O:26].